From a dataset of Reaction yield outcomes from USPTO patents with 853,638 reactions. Predict the reaction yield, written as a fraction of the theoretical maximum amount of product (1.0 means a 100% yield; for example, 0.34 means a 34% yield). (1) The reactants are [Cl:1][C:2]1[C:3]([OH:13])=[CH:4][CH:5]=[C:6]2[C:11]=1[C:10](=[O:12])[NH:9][CH2:8][CH2:7]2.C1C=CC(N([S:21]([C:24]([F:27])([F:26])[F:25])(=[O:23])=[O:22])[S:21]([C:24]([F:27])([F:26])[F:25])(=[O:23])=[O:22])=CC=1.CCN(CC)CC. The product is [F:25][C:24]([F:27])([F:26])[S:21]([O:13][C:3]1[C:2]([Cl:1])=[C:11]2[C:6]([CH2:7][CH2:8][NH:9][C:10]2=[O:12])=[CH:5][CH:4]=1)(=[O:23])=[O:22]. The catalyst is C(Cl)Cl. The yield is 0.890. (2) The reactants are [F:1][C:2]1([F:36])[CH2:7][CH2:6][N:5]([C:8]2[S:9][C:10]([C:22]3[CH:27]=[CH:26][C:25]([N:28]4[CH2:33][CH2:32][S:31](=[O:35])(=[O:34])[CH2:30][CH2:29]4)=[CH:24][CH:23]=3)=[C:11]([C@@H:13]3[CH2:18][CH2:17][CH2:16][CH2:15][C@H:14]3[C:19]([OH:21])=O)[N:12]=2)[CH2:4][CH2:3]1.Cl.[NH2:38][C:39]1([C:42]#[N:43])[CH2:41][CH2:40]1.CCN(C(C)C)C(C)C.CN(C(ON1N=NC2C=CC=NC1=2)=[N+](C)C)C.F[P-](F)(F)(F)(F)F. The catalyst is CN(C=O)C. The product is [C:42]([C:39]1([NH:38][C:19]([C@@H:14]2[CH2:15][CH2:16][CH2:17][CH2:18][C@H:13]2[C:11]2[N:12]=[C:8]([N:5]3[CH2:6][CH2:7][C:2]([F:36])([F:1])[CH2:3][CH2:4]3)[S:9][C:10]=2[C:22]2[CH:23]=[CH:24][C:25]([N:28]3[CH2:29][CH2:30][S:31](=[O:34])(=[O:35])[CH2:32][CH2:33]3)=[CH:26][CH:27]=2)=[O:21])[CH2:41][CH2:40]1)#[N:43]. The yield is 0.616. (3) The reactants are C([S:4][CH2:5][CH2:6][C:7]1[CH:16]=[CH:15][CH:14]=[C:13]([O:17][CH2:18][C:19]2[CH:24]=[CH:23][C:22]([C:25]([O:27]C)=[O:26])=[CH:21][CH:20]=2)[C:8]=1[C:9]([O:11]C)=[O:10])(=O)C.[OH-].[K+]. The catalyst is CCO. The product is [C:25]([C:22]1[CH:21]=[CH:20][C:19]([CH2:18][O:17][C:13]2[CH:14]=[CH:15][CH:16]=[C:7]([CH2:6][CH2:5][SH:4])[C:8]=2[C:9]([OH:11])=[O:10])=[CH:24][CH:23]=1)([OH:27])=[O:26]. The yield is 0.460. (4) The reactants are Cl.[NH2:2][CH2:3][CH2:4][N:5]([CH3:33])[C:6]([C:8]1[S:20][C:19]2[C:18]3[CH:17]=[CH:16][CH:15]=[CH:14][C:13]=3[N:12]([CH2:21][C:22](=[O:29])[C:23]3[CH:28]=[CH:27][CH:26]=[CH:25][CH:24]=3)[C:11](=[O:30])[C:10]=2[C:9]=1[O:31][CH3:32])=[O:7].C(N(CC)CC)C.[C:41]([O:44][CH2:45][C:46](Cl)=[O:47])(=[O:43])[CH3:42]. The catalyst is C1COCC1.C(=O)([O-])O.[Na+]. The product is [C:41]([O:44][CH2:45][C:46]([NH:2][CH2:3][CH2:4][N:5]([C:6]([C:8]1[S:20][C:19]2[C:18]3[CH:17]=[CH:16][CH:15]=[CH:14][C:13]=3[N:12]([CH2:21][C:22](=[O:29])[C:23]3[CH:24]=[CH:25][CH:26]=[CH:27][CH:28]=3)[C:11](=[O:30])[C:10]=2[C:9]=1[O:31][CH3:32])=[O:7])[CH3:33])=[O:47])(=[O:43])[CH3:42]. The yield is 0.820. (5) The reactants are [C:1]([C:3]1[CH:4]=[C:5]2[C:10](=[CH:11][C:12]=1[O:13][C:14]1[CH:22]=[CH:21][C:17]([C:18]([OH:20])=O)=[CH:16][CH:15]=1)[O:9][CH2:8][CH2:7][CH:6]2[C:23]([O:25][CH3:26])=[O:24])#[N:2].C(Cl)(=O)C(Cl)=O.[Cl:33][C:34]1[CH:42]=[CH:41][C:37]([CH2:38][O:39][NH2:40])=[CH:36][CH:35]=1.C(N(CC)C(C)C)(C)C. The catalyst is C(Cl)Cl.CN(C=O)C. The product is [Cl:33][C:34]1[CH:42]=[CH:41][C:37]([CH2:38][O:39][NH:40][C:18]([C:17]2[CH:21]=[CH:22][C:14]([O:13][C:12]3[CH:11]=[C:10]4[C:5]([CH:6]([C:23]([O:25][CH3:26])=[O:24])[CH2:7][CH2:8][O:9]4)=[CH:4][C:3]=3[C:1]#[N:2])=[CH:15][CH:16]=2)=[O:20])=[CH:36][CH:35]=1. The yield is 0.211. (6) The catalyst is CO.O. The product is [NH:1]1[C:9]2[C:4](=[CH:5][C:6]([C:10]3[C:19]([N:20]4[CH2:25][CH2:24][N:23]([C:26]5[CH:31]=[CH:30][CH:29]=[CH:28][N:27]=5)[CH2:22][C@@H:21]4[CH3:32])=[N:18][C:17]4[C:12](=[CH:13][CH:14]=[C:15]([C:33]([OH:35])=[O:34])[CH:16]=4)[N:11]=3)=[CH:7][CH:8]=2)[CH:3]=[N:2]1. The reactants are [NH:1]1[C:9]2[C:4](=[CH:5][C:6]([C:10]3[C:19]([N:20]4[CH2:25][CH2:24][N:23]([C:26]5[CH:31]=[CH:30][CH:29]=[CH:28][N:27]=5)[CH2:22][C@@H:21]4[CH3:32])=[N:18][C:17]4[C:12](=[CH:13][CH:14]=[C:15]([C:33]([O:35]C)=[O:34])[CH:16]=4)[N:11]=3)=[CH:7][CH:8]=2)[CH:3]=[N:2]1.[OH-].[Na+].Cl. The yield is 0.880. (7) The reactants are Cl[C:2]1[CH:11]=[CH:10][C:5]([C:6]([O:8][CH3:9])=[O:7])=[CH:4][C:3]=1[N+:12]([O-:14])=[O:13].CN(C=O)C.[F:20][C:21]1[CH:26]=[CH:25][C:24]([O:27][CH3:28])=[CH:23][C:22]=1B(O)O.C(=O)([O-])[O-].[K+].[K+]. The catalyst is [Cl-].[Na+].O.C1C=CC([P]([Pd]([P](C2C=CC=CC=2)(C2C=CC=CC=2)C2C=CC=CC=2)([P](C2C=CC=CC=2)(C2C=CC=CC=2)C2C=CC=CC=2)[P](C2C=CC=CC=2)(C2C=CC=CC=2)C2C=CC=CC=2)(C2C=CC=CC=2)C2C=CC=CC=2)=CC=1. The product is [F:20][C:21]1[CH:26]=[CH:25][C:24]([O:27][CH3:28])=[CH:23][C:22]=1[C:2]1[CH:11]=[CH:10][C:5]([C:6]([O:8][CH3:9])=[O:7])=[CH:4][C:3]=1[N+:12]([O-:14])=[O:13]. The yield is 0.990. (8) The reactants are C[N@@+:2]1(CCC(OCCCCCOC(CC[N@+:2]2(C)[C@H:11]([CH2:12][C:13]3[CH:14]=[CH:15][C:16]([O:21][CH3:22])=[C:17]([O:19][CH3:20])[CH:18]=3)[C:10]3[CH:9]=[C:8]([O:23][CH3:24])[C:7]([O:25][CH3:26])=[CH:6][C:5]=3[CH2:4][CH2:3]2)=O)=O)[C@H:11]([CH2:12][C:13]2[CH:14]=[CH:15][C:16]([O:21][CH3:22])=[C:17]([O:19][CH3:20])[CH:18]=2)[C:10]2[CH:9]=[C:8]([O:23][CH3:24])[C:7]([O:25][CH3:26])=[CH:6][C:5]=2[CH2:4][CH2:3]1.C1C=CC(S([O-])(=O)=O)=CC=1.C1C=CC(S([O-])(=O)=O)=CC=1.[C:88]([NH:91][C@H:92]([C:97]([OH:99])=[O:98])[CH2:93][CH:94]([CH3:96])[CH3:95])(=[O:90])[CH3:89]. No catalyst specified. The product is [CH3:22][O:21][C:16]1[CH:15]=[CH:14][C:13]([CH2:12][C@@H:11]2[NH2+:2][CH2:3][CH2:4][C:5]3[C:10]2=[CH:9][C:8]([O:23][CH3:24])=[C:7]([O:25][CH3:26])[CH:6]=3)=[CH:18][C:17]=1[O:19][CH3:20].[C:88]([NH:91][C@H:92]([C:97]([O-:99])=[O:98])[CH2:93][CH:94]([CH3:95])[CH3:96])(=[O:90])[CH3:89]. The yield is 0.0300. (9) The reactants are [H-].[Na+].[CH3:3][O:4][C:5](=[O:23])[CH:6]([NH:15][C:16]([O:18][C:19]([CH3:22])([CH3:21])[CH3:20])=[O:17])[CH2:7][C:8]1[CH:13]=[CH:12][C:11](O)=[CH:10][CH:9]=1.F[C:25]1[CH:32]=[CH:31][C:28]([CH:29]=[O:30])=[CH:27][CH:26]=1.CN(C=[O:37])C. No catalyst specified. The product is [CH3:3][O:4][C:5](=[O:23])[CH:6]([NH:15][C:16]([O:18][C:19]([CH3:22])([CH3:21])[CH3:20])=[O:17])[CH2:7][C:8]1[CH:13]=[CH:12][CH:11]=[CH:10][C:9]=1[O:37][C:25]1[CH:32]=[CH:31][C:28]([CH:29]=[O:30])=[CH:27][CH:26]=1. The yield is 0.850. (10) The reactants are [C:1]([O:5][C:6]([N:8]1[CH2:13][CH2:12][N:11]([C:14]2[CH:15]=[N:16][C:17]([NH:20][C:21]3[N:22]=[CH:23][C:24]4[C:30]([CH3:31])=[C:29](Br)[C:28](=[O:33])[N:27]([CH:34]5[CH2:38][CH2:37][CH2:36][CH2:35]5)[C:25]=4[N:26]=3)=[CH:18][CH:19]=2)[CH2:10][CH2:9]1)=[O:7])([CH3:4])([CH3:3])[CH3:2].C([Sn](CCCC)(CCCC)[C:44]([O:46][CH2:47][CH3:48])=[CH2:45])CCC. The catalyst is C1(C)C=CC=CC=1.C1C=CC([P]([Pd]([P](C2C=CC=CC=2)(C2C=CC=CC=2)C2C=CC=CC=2)([P](C2C=CC=CC=2)(C2C=CC=CC=2)C2C=CC=CC=2)[P](C2C=CC=CC=2)(C2C=CC=CC=2)C2C=CC=CC=2)(C2C=CC=CC=2)C2C=CC=CC=2)=CC=1. The product is [C:1]([O:5][C:6]([N:8]1[CH2:13][CH2:12][N:11]([C:14]2[CH:15]=[N:16][C:17]([NH:20][C:21]3[N:22]=[CH:23][C:24]4[C:30]([CH3:31])=[C:29]([C:44]([O:46][CH2:47][CH3:48])=[CH2:45])[C:28](=[O:33])[N:27]([CH:34]5[CH2:38][CH2:37][CH2:36][CH2:35]5)[C:25]=4[N:26]=3)=[CH:18][CH:19]=2)[CH2:10][CH2:9]1)=[O:7])([CH3:4])([CH3:3])[CH3:2]. The yield is 0.780.